Predict the product of the given reaction. From a dataset of Forward reaction prediction with 1.9M reactions from USPTO patents (1976-2016). Given the reactants [C:1]1([C:29]2[CH:34]=[CH:33][CH:32]=[CH:31][CH:30]=2)[CH:6]=[CH:5][C:4]([C:7]2[N:8]([CH2:16][C@@H:17]3[CH2:21][CH2:20][N:19](C(OC(C)(C)C)=O)[CH2:18]3)[C:9]3[CH:14]=[CH:13][N:12]=[CH:11][C:10]=3[N:15]=2)=[CH:3][CH:2]=1.Cl, predict the reaction product. The product is: [C:1]1([C:29]2[CH:30]=[CH:31][CH:32]=[CH:33][CH:34]=2)[CH:6]=[CH:5][C:4]([C:7]2[N:8]([CH2:16][C@@H:17]3[CH2:21][CH2:20][NH:19][CH2:18]3)[C:9]3[CH:14]=[CH:13][N:12]=[CH:11][C:10]=3[N:15]=2)=[CH:3][CH:2]=1.